Task: Predict which catalyst facilitates the given reaction.. Dataset: Catalyst prediction with 721,799 reactions and 888 catalyst types from USPTO (1) Reactant: [Cl:1][C:2]1[CH:3]=[C:4]([CH:8]=[CH:9][C:10]=1[C:11]([O:13][CH3:14])=[O:12])[C:5]([OH:7])=[O:6].C1N=CN(C(N2C=NC=C2)=O)C=1.[CH3:27][C:28](O)([CH3:30])[CH3:29].C1CCN2C(=NCCC2)CC1. Product: [CH3:14][O:13][C:11](=[O:12])[C:10]1[CH:9]=[CH:8][C:4]([C:5]([O:7][C:28]([CH3:30])([CH3:29])[CH3:27])=[O:6])=[CH:3][C:2]=1[Cl:1]. The catalyst class is: 3. (2) Reactant: Cl[C:2]1[C:11]2=[N:12][N:13](CC3C=CC(OC)=CC=3)[CH:14]=[C:10]2[C:9]2[CH:8]=[C:7]([O:24][CH3:25])[CH:6]=[CH:5][C:4]=2[N:3]=1.[NH2:26][C:27]1[C:28](=[O:33])[NH:29][CH:30]=[CH:31][CH:32]=1.Cl. Product: [CH3:25][O:24][C:7]1[CH:6]=[CH:5][C:4]2[N:3]=[C:2]([NH:26][C:27]3[C:28](=[O:33])[NH:29][CH:30]=[CH:31][CH:32]=3)[C:11]3=[N:12][NH:13][CH:14]=[C:10]3[C:9]=2[CH:8]=1. The catalyst class is: 71. (3) Reactant: [CH2:1]([N:8]1[C:13](=[O:14])[C:12]([CH3:15])=[C:11]2[S:16][C:17]([C:19](O)=[O:20])=[CH:18][N:10]2[C:9]1=[O:22])[C:2]1[CH:7]=[CH:6][CH:5]=[CH:4][CH:3]=1.[CH3:23][C:24]1[CH:29]=[CH:28][CH:27]=[C:26]([CH2:30][NH2:31])[N:25]=1.O.ON1C2C=CC=CC=2N=N1.Cl.CN(C)CCCN=C=NCC. Product: [CH3:23][C:24]1[N:25]=[C:26]([CH2:30][NH:31][C:19]([C:17]2[S:16][C:11]3[N:10]([C:9](=[O:22])[N:8]([CH2:1][C:2]4[CH:7]=[CH:6][CH:5]=[CH:4][CH:3]=4)[C:13](=[O:14])[C:12]=3[CH3:15])[CH:18]=2)=[O:20])[CH:27]=[CH:28][CH:29]=1. The catalyst class is: 9. (4) Reactant: [CH3:1][O:2][C:3]([C:5]1[N:6]([CH2:25][CH:26](OC)[O:27]C)[CH:7]=[C:8]([C:20]([O:22][CH2:23][CH3:24])=[O:21])[C:9](=[O:19])[C:10]=1[O:11][CH2:12][C:13]1[CH:18]=[CH:17][CH:16]=[CH:15][CH:14]=1)=[O:4].S(=O)(=O)(O)O. Product: [CH3:1][O:2][C:3]([C:5]1[N:6]([CH2:25][CH:26]=[O:27])[CH:7]=[C:8]([C:20]([O:22][CH2:23][CH3:24])=[O:21])[C:9](=[O:19])[C:10]=1[O:11][CH2:12][C:13]1[CH:18]=[CH:17][CH:16]=[CH:15][CH:14]=1)=[O:4]. The catalyst class is: 106.